Dataset: Forward reaction prediction with 1.9M reactions from USPTO patents (1976-2016). Task: Predict the product of the given reaction. (1) Given the reactants CC1(C)C(C)(C)OB([C:9]2[CH:14]=[CH:13][CH:12]=[CH:11][C:10]=2[O:15][C:16]2[CH:21]=[CH:20][C:19]([N+:22]([O-:24])=[O:23])=[CH:18][CH:17]=2)O1.C(=O)([O-])[O-].[Na+].[Na+].Cl[C:33]1[CH:38]=[CH:37][N:36]=[C:35]([S:39][CH3:40])[N:34]=1, predict the reaction product. The product is: [CH3:40][S:39][C:35]1[N:36]=[C:37]([C:9]2[CH:14]=[CH:13][CH:12]=[CH:11][C:10]=2[O:15][C:16]2[CH:17]=[CH:18][C:19]([N+:22]([O-:24])=[O:23])=[CH:20][CH:21]=2)[CH:38]=[CH:33][N:34]=1. (2) Given the reactants [F:1][C:2]([F:34])([F:33])[C:3]1[CH:4]=[C:5]([CH:26]=[C:27]([C:29]([F:32])([F:31])[F:30])[CH:28]=1)[C:6]([N:8]1[CH2:25][CH2:24][C:11]2([C:15](=[O:16])[NH:14][CH:13]=[C:12]2[C:17]2[CH:22]=[CH:21][CH:20]=[CH:19][C:18]=2[CH3:23])[CH2:10][CH2:9]1)=[O:7].[CH3:35][N:36]([CH3:41])[CH2:37][CH2:38][CH2:39]Cl, predict the reaction product. The product is: [F:32][C:29]([F:30])([F:31])[C:27]1[CH:26]=[C:5]([CH:4]=[C:3]([C:2]([F:1])([F:33])[F:34])[CH:28]=1)[C:6]([N:8]1[CH2:25][CH2:24][C:11]2([C:15](=[O:16])[N:14]([CH2:39][CH2:38][CH2:37][N:36]([CH3:41])[CH3:35])[CH:13]=[C:12]2[C:17]2[CH:22]=[CH:21][CH:20]=[CH:19][C:18]=2[CH3:23])[CH2:10][CH2:9]1)=[O:7]. (3) Given the reactants [Br:1][C:2]1[CH:3]=[C:4]([CH2:8][CH2:9][C:10]2([C:17]3[CH:22]=[CH:21][CH:20]=[CH:19][CH:18]=3)[NH:14]C(=O)N[C:11]2=[O:16])[CH:5]=[CH:6][CH:7]=1.[OH-:23].[Na+], predict the reaction product. The product is: [NH2:14][C:10]([C:17]1[CH:22]=[CH:21][CH:20]=[CH:19][CH:18]=1)([CH2:9][CH2:8][C:4]1[CH:5]=[CH:6][CH:7]=[C:2]([Br:1])[CH:3]=1)[C:11]([OH:23])=[O:16]. (4) The product is: [C:16]1(/[C:13](/[CH2:14][CH3:15])=[C:12](\[C:9]2[CH:8]=[CH:7][C:6](/[CH:5]=[CH:4]/[C:3]3[NH:37][C:38](=[S:39])[O:1][N:2]=3)=[CH:11][CH:10]=2)/[C:22]2[CH:23]=[C:24]3[C:28](=[CH:29][CH:30]=2)[N:27]([CH:31]2[CH2:36][CH2:35][CH2:34][CH2:33][O:32]2)[N:26]=[CH:25]3)[CH:17]=[CH:18][CH:19]=[CH:20][CH:21]=1. Given the reactants [OH:1]/[N:2]=[C:3](\[NH2:37])/[CH:4]=[CH:5]/[C:6]1[CH:11]=[CH:10][C:9](/[C:12](/[C:22]2[CH:23]=[C:24]3[C:28](=[CH:29][CH:30]=2)[N:27]([CH:31]2[CH2:36][CH2:35][CH2:34][CH2:33][O:32]2)[N:26]=[CH:25]3)=[C:13](\[C:16]2[CH:21]=[CH:20][CH:19]=[CH:18][CH:17]=2)/[CH2:14][CH3:15])=[CH:8][CH:7]=1.[C:38](N1C=CN=C1)(N1C=CN=C1)=[S:39].C1CCN2C(=NCCC2)CC1, predict the reaction product. (5) Given the reactants [OH:1][CH2:2][CH2:3][C:4]1[CH:9]=[CH:8][C:7]([O:10][C:11](=[O:16])[C:12]([CH3:15])([CH3:14])[CH3:13])=[CH:6][CH:5]=1.[Cl:17][C:18]1[CH:19]=[C:20]([C:25]2[CH2:26][CH2:27][C:28](=[O:31])[NH:29][N:30]=2)[CH:21]=[CH:22][C:23]=1O.C1(P(C2C=CC=CC=2)C2C=CC=CC=2)C=CC=CC=1.N(C(OC(C)C)=O)=NC(OC(C)C)=O, predict the reaction product. The product is: [Cl:17][C:18]1[CH:19]=[C:20]([C:25]2[CH2:26][CH2:27][C:28](=[O:31])[NH:29][N:30]=2)[CH:21]=[CH:22][C:23]=1[O:1][CH2:2][CH2:3][C:4]1[CH:9]=[CH:8][C:7]([O:10][C:11](=[O:16])[C:12]([CH3:13])([CH3:15])[CH3:14])=[CH:6][CH:5]=1. (6) The product is: [Cl:16][C:13]1[CH:14]=[CH:15][C:10]([CH2:9][NH:8][C:6](=[O:7])[C:5]2[C:17]([CH3:19])=[CH:18][C:2]([N:22]3[CH2:27][CH2:26][O:25][CH2:24][CH2:23]3)=[CH:3][C:4]=2[O:20][CH3:21])=[CH:11][CH:12]=1. Given the reactants Br[C:2]1[CH:18]=[C:17]([CH3:19])[C:5]([C:6]([NH:8][CH2:9][C:10]2[CH:15]=[CH:14][C:13]([Cl:16])=[CH:12][CH:11]=2)=[O:7])=[C:4]([O:20][CH3:21])[CH:3]=1.[NH:22]1[CH2:27][CH2:26][O:25][CH2:24][CH2:23]1.C(=O)([O-])[O-].[Cs+].[Cs+].C1(P(C2C=CC=CC=2)C2C=CC3C(=CC=CC=3)C=2C2C3C(=CC=CC=3)C=CC=2P(C2C=CC=CC=2)C2C=CC=CC=2)C=CC=CC=1, predict the reaction product. (7) Given the reactants Cl[C:2]1[C:7]([O:8][CH2:9][CH2:10][O:11]C2CCCCO2)=[CH:6][CH:5]=[CH:4][N:3]=1.[NH2:18][CH2:19][CH2:20][OH:21].CC(C)([O-])C.[K+].C(O)(C)(C)C.[C:33](O[C:33]([O:35][C:36]([CH3:39])([CH3:38])[CH3:37])=[O:34])([O:35][C:36]([CH3:39])([CH3:38])[CH3:37])=[O:34], predict the reaction product. The product is: [OH:11][CH2:10][CH2:9][O:8][C:7]1[C:2]([O:21][CH2:20][CH2:19][NH:18][C:33](=[O:34])[O:35][C:36]([CH3:39])([CH3:38])[CH3:37])=[N:3][CH:4]=[CH:5][CH:6]=1. (8) Given the reactants [OH:1][C:2]1[CH:10]=[C:9]2[C:5]([CH2:6][CH2:7][C:8]2=[O:11])=[CH:4][C:3]=1[O:12][CH3:13].C([O-])([O-])=O.[K+].[K+].BrC[CH2:22][CH2:23][O:24][CH3:25], predict the reaction product. The product is: [CH3:13][O:12][C:3]1[CH:4]=[C:5]2[C:9](=[CH:10][C:2]=1[O:1][CH2:22][CH2:23][O:24][CH3:25])[C:8](=[O:11])[CH2:7][CH2:6]2. (9) Given the reactants [CH2:1]([O:3][CH2:4][CH2:5][NH:6][C:7](=[O:13])[O:8][C:9]([CH3:12])([CH3:11])[CH3:10])[CH3:2].[H-].[Na+].[CH2:16](I)[CH3:17].O, predict the reaction product. The product is: [CH2:1]([O:3][CH2:4][CH2:5][N:6]([CH2:16][CH3:17])[C:7](=[O:13])[O:8][C:9]([CH3:12])([CH3:11])[CH3:10])[CH3:2].